The task is: Predict the product of the given reaction.. This data is from Forward reaction prediction with 1.9M reactions from USPTO patents (1976-2016). (1) Given the reactants Cl[C:2]1[CH:3]=[CH:4][C:5]2[O:14][CH2:13][CH2:12][C:11]3[CH:10]=[C:9]([C:15]4[N:16]([C:20]5[CH:25]=[CH:24][C:23]([F:26])=[CH:22][C:21]=5[F:27])[N:17]=[CH:18][N:19]=4)[S:8][C:7]=3[C:6]=2[N:28]=1.[N:29]1([C:35]([O:37][C:38]([CH3:41])([CH3:40])[CH3:39])=[O:36])[CH2:34][CH2:33][NH:32][CH2:31][CH2:30]1.CC(C1C=C(C(C)C)C(C2C=CC=CC=2P(C2CCCCC2)C2CCCCC2)=C(C(C)C)C=1)C.C(O[Na])(C)(C)C, predict the reaction product. The product is: [C:38]([O:37][C:35]([N:29]1[CH2:34][CH2:33][N:32]([C:2]2[CH:3]=[CH:4][C:5]3[O:14][CH2:13][CH2:12][C:11]4[CH:10]=[C:9]([C:15]5[N:16]([C:20]6[CH:25]=[CH:24][C:23]([F:26])=[CH:22][C:21]=6[F:27])[N:17]=[CH:18][N:19]=5)[S:8][C:7]=4[C:6]=3[N:28]=2)[CH2:31][CH2:30]1)=[O:36])([CH3:41])([CH3:39])[CH3:40]. (2) Given the reactants [F:1][C:2]([F:17])([F:16])[C:3]1[O:7][N:6]=[C:5]([C:8]2[CH:9]=[C:10]([CH:13]=[CH:14][CH:15]=2)[CH:11]=O)[N:4]=1.[Cl:18][C:19]1[CH:24]=[CH:23][C:22]([C:25]2[O:26][CH:27]=[C:28]([C:30]([CH3:34])([CH3:33])[CH2:31][NH2:32])[N:29]=2)=[CH:21][CH:20]=1.[ClH:35], predict the reaction product. The product is: [Cl:18][C:19]1[CH:20]=[CH:21][C:22]([C:25]2[O:26][CH:27]=[C:28]([C:30]([CH3:34])([CH3:33])[CH2:31][NH:32][CH2:11][C:10]3[CH:13]=[CH:14][CH:15]=[C:8]([C:5]4[N:4]=[C:3]([C:2]([F:17])([F:16])[F:1])[O:7][N:6]=4)[CH:9]=3)[N:29]=2)=[CH:23][CH:24]=1.[ClH:35].[Cl:18][C:19]1[CH:20]=[CH:21][C:22]([C:25]2[O:26][CH:27]=[C:28]([C:30]([CH3:34])([CH3:33])[CH2:31][NH:32][CH2:11][C:10]3[CH:13]=[CH:14][CH:15]=[C:8]([C:5]4[N:4]=[C:3]([C:2]([F:17])([F:16])[F:1])[O:7][N:6]=4)[CH:9]=3)[N:29]=2)=[CH:23][CH:24]=1. (3) Given the reactants [C:1]([O:5][C:6]([NH:8][C@@H:9]([C:11]([OH:13])=O)[CH3:10])=[O:7])([CH3:4])([CH3:3])[CH3:2].[NH2:14][CH2:15][C@@H:16]([NH:24][C:25](=[O:34])[O:26][CH2:27][C:28]1[CH:33]=[CH:32][CH:31]=[CH:30][CH:29]=1)[CH2:17][C:18]1[CH:23]=[CH:22][CH:21]=[CH:20][CH:19]=1.CN(C(ON1N=NC2C=CC=CC1=2)=[N+](C)C)C.F[P-](F)(F)(F)(F)F.C(N(CC)CC)C, predict the reaction product. The product is: [CH2:27]([O:26][C:25](=[O:34])[NH:24][C@@H:16]([CH2:17][C:18]1[CH:23]=[CH:22][CH:21]=[CH:20][CH:19]=1)[CH2:15][NH:14][C:11](=[O:13])[C@H:9]([NH:8][C:6]([O:5][C:1]([CH3:2])([CH3:3])[CH3:4])=[O:7])[CH3:10])[C:28]1[CH:29]=[CH:30][CH:31]=[CH:32][CH:33]=1. (4) Given the reactants [CH3:1][CH2:2]N=C=NCCCN(C)C.C1C=CC2N(O)N=NC=2C=1.C(N(CC)CC)C.[CH3:29][N:30]1[C:38]2[CH:37]=[CH:36][C:35]([CH3:39])=[C:34]([C:40]([OH:42])=O)[C:33]=2[CH:32]=[CH:31]1.[C:43]1(C)[CH:48]=[CH:47][C:46]([NH:49][CH:50]2[CH2:58][C:57]3[C:52](=[CH:53][CH:54]=[CH:55][CH:56]=3)[CH2:51]2)=[CH:45][CH:44]=1, predict the reaction product. The product is: [CH2:58]1[C:57]2[C:52](=[CH:53][CH:54]=[CH:55][CH:56]=2)[CH2:51][CH:50]1[N:49]([CH2:46][C:45]1[CH:44]=[CH:43][C:48]([CH3:47])=[CH:2][CH:1]=1)[C:40]([C:34]1[C:33]2[CH:32]=[CH:31][N:30]([CH3:29])[C:38]=2[CH:37]=[CH:36][C:35]=1[CH3:39])=[O:42]. (5) Given the reactants [Br:1][C:2]1[CH:3]=[C:4]([NH:10][C:11]2[N:16]=[CH:15][C:14]([N:17]3[CH2:22][CH2:21][N:20](C(OC(C)(C)C)=O)[CH2:19][CH2:18]3)=[CH:13][CH:12]=2)[C:5](=[O:9])[N:6]([CH3:8])[CH:7]=1, predict the reaction product. The product is: [Br:1][C:2]1[CH:3]=[C:4]([NH:10][C:11]2[CH:12]=[CH:13][C:14]([N:17]3[CH2:22][CH2:21][NH:20][CH2:19][CH2:18]3)=[CH:15][N:16]=2)[C:5](=[O:9])[N:6]([CH3:8])[CH:7]=1. (6) The product is: [S:14]1[CH:15]=[CH:16][CH:17]=[C:13]1[C:11](=[N:28][NH:27][C:21]1[CH:26]=[CH:25][CH:24]=[CH:23][CH:22]=1)[CH:8]=[N:28][NH:27][C:21]1[CH:26]=[CH:25][CH:24]=[CH:23][CH:22]=1. Given the reactants ClC1C2O[CH:8]([C:11]([C:13]3[S:14][CH:15]=[CH:16][CH:17]=3)=O)OC=2C(Cl)=C(Cl)C=1Cl.[C:21]1([NH:27][NH2:28])[CH:26]=[CH:25][CH:24]=[CH:23][CH:22]=1, predict the reaction product. (7) Given the reactants [CH3:1][O:2][C:3]([C:5]1[CH:14]=[C:13]([OH:15])[C:12]2[C:7](=[CH:8][C:9]([Cl:17])=[CH:10][C:11]=2[Cl:16])[CH:6]=1)=[O:4].Cl[CH2:19][C:20]([NH:22][C:23]1[CH:28]=[CH:27][CH:26]=[C:25]([O:29][CH2:30][C:31]([N:33]2[CH2:38][CH2:37][O:36][CH2:35][CH2:34]2)=[O:32])[CH:24]=1)=[O:21], predict the reaction product. The product is: [CH3:1][O:2][C:3]([C:5]1[CH:14]=[C:13]([O:15][CH2:19][C:20](=[O:21])[NH:22][C:23]2[CH:28]=[CH:27][CH:26]=[C:25]([O:29][CH2:30][C:31]([N:33]3[CH2:34][CH2:35][O:36][CH2:37][CH2:38]3)=[O:32])[CH:24]=2)[C:12]2[C:7](=[CH:8][C:9]([Cl:17])=[CH:10][C:11]=2[Cl:16])[CH:6]=1)=[O:4].